Dataset: Reaction yield outcomes from USPTO patents with 853,638 reactions. Task: Predict the reaction yield, written as a fraction of the theoretical maximum amount of product (1.0 means a 100% yield; for example, 0.34 means a 34% yield). (1) The reactants are [N:1]1[CH:6]=[CH:5][C:4]([CH2:7][CH2:8][C:9]([O:11]CC)=[O:10])=[CH:3][CH:2]=1.S(=O)(=O)(O)O. The catalyst is [OH-].[Na+]. The product is [N:1]1[CH:6]=[CH:5][C:4]([CH2:7][CH2:8][C:9]([OH:11])=[O:10])=[CH:3][CH:2]=1. The yield is 0.700. (2) The reactants are [CH2:1]([C:3]1[N:7]([C:8]2[N:16]=[C:15]3[C:11]([N:12]=[C:13]([CH:18]=O)[N:14]3[CH3:17])=[C:10]([N:20]3[CH2:25][CH2:24][O:23][CH2:22][CH2:21]3)[N:9]=2)[C:6]2[CH:26]=[CH:27][CH:28]=[CH:29][C:5]=2[N:4]=1)[CH3:2].[N:30]1([C:34]([C@H:36]2[CH2:40][CH2:39][NH:38][CH2:37]2)=[O:35])[CH2:33][CH2:32][CH2:31]1.C(O[BH-](OC(=O)C)OC(=O)C)(=O)C.[Na+]. The catalyst is ClCCCl. The product is [N:30]1([C:34]([C@H:36]2[CH2:40][CH2:39][N:38]([CH2:18][C:13]3[N:14]([CH3:17])[C:15]4[C:11]([N:12]=3)=[C:10]([N:20]3[CH2:21][CH2:22][O:23][CH2:24][CH2:25]3)[N:9]=[C:8]([N:7]3[C:6]5[CH:26]=[CH:27][CH:28]=[CH:29][C:5]=5[N:4]=[C:3]3[CH2:1][CH3:2])[N:16]=4)[CH2:37]2)=[O:35])[CH2:31][CH2:32][CH2:33]1. The yield is 0.460. (3) The reactants are [N:1]1[C:6]2[NH:7][CH:8]=[CH:9][C:5]=2[C:4](O)=[N:3][CH:2]=1.P(Cl)(Cl)([Cl:13])=O. No catalyst specified. The product is [Cl:13][C:4]1[C:5]2[CH:9]=[CH:8][NH:7][C:6]=2[N:1]=[CH:2][N:3]=1. The yield is 0.420. (4) The reactants are C([O:3][C:4](=[O:19])[CH:5]([O:16][CH2:17][CH3:18])[CH2:6][C:7]1[CH:8]=[C:9]2[C:13](=[CH:14][CH:15]=1)[NH:12][CH:11]=[CH:10]2)C.Cl[CH2:21][C:22]1[N:23]=[C:24]([C:28]2[CH:33]=[CH:32][CH:31]=[CH:30][C:29]=2[O:34][CH:35]([CH3:37])[CH3:36])[O:25][C:26]=1[CH3:27]. No catalyst specified. The product is [CH2:17]([O:16][CH:5]([CH2:6][C:7]1[CH:8]=[C:9]2[C:13](=[CH:14][CH:15]=1)[N:12]([CH2:21][C:22]1[N:23]=[C:24]([C:28]3[CH:33]=[CH:32][CH:31]=[CH:30][C:29]=3[O:34][CH:35]([CH3:37])[CH3:36])[O:25][C:26]=1[CH3:27])[CH:11]=[CH:10]2)[C:4]([OH:3])=[O:19])[CH3:18]. The yield is 0.600. (5) The reactants are [OH:1][CH:2]([CH2:18][N:19]1[CH2:24][CH2:23][O:22][CH2:21][CH2:20]1)[CH2:3][N:4]1[CH2:10][CH2:9][CH2:8][C:7]2[NH:11][C:12]([CH:15]=O)=[C:13]([CH3:14])[C:6]=2[C:5]1=[O:17].[Cl:25][C:26]1[CH:31]=[CH:30][CH:29]=[C:28]([Cl:32])[C:27]=1[CH2:33][S:34]([C:37]1[CH:38]=[C:39]2[C:43](=[CH:44][CH:45]=1)[NH:42][C:41](=[O:46])[CH2:40]2)(=[O:36])=[O:35].N1CCCCC1. The catalyst is C(O)C. The product is [Cl:25][C:26]1[CH:31]=[CH:30][CH:29]=[C:28]([Cl:32])[C:27]=1[CH2:33][S:34]([C:37]1[CH:38]=[C:39]2[C:43](=[CH:44][CH:45]=1)[NH:42][C:41](=[O:46])/[C:40]/2=[CH:15]\[C:12]1[NH:11][C:7]2[CH2:8][CH2:9][CH2:10][N:4]([CH2:3][C@H:2]([OH:1])[CH2:18][N:19]3[CH2:24][CH2:23][O:22][CH2:21][CH2:20]3)[C:5](=[O:17])[C:6]=2[C:13]=1[CH3:14])(=[O:35])=[O:36]. The yield is 0.850. (6) The reactants are [CH3:1][O:2][C:3]([C@@H:5]1[C@@H:10]([O:11][C:12](=[O:14])[CH3:13])[C@H:9]([O:15][C:16](=[O:18])[CH3:17])[C@@H:8]([O:19][C:20](=[O:22])[CH3:21])[C@H:7](Br)[O:6]1)=[O:4].[OH:24][C:25]1[CH:32]=[CH:31][C:28]([CH:29]=[O:30])=[CH:27][CH:26]=1. No catalyst specified. The product is [CH3:1][O:2][C:3]([C@@H:5]1[C@@H:10]([O:11][C:12](=[O:14])[CH3:13])[C@H:9]([O:15][C:16](=[O:18])[CH3:17])[C@@H:8]([O:19][C:20](=[O:22])[CH3:21])[C@H:7]([O:24][C:25]2[CH:32]=[CH:31][C:28]([CH:29]=[O:30])=[CH:27][CH:26]=2)[O:6]1)=[O:4]. The yield is 0.720.